This data is from Full USPTO retrosynthesis dataset with 1.9M reactions from patents (1976-2016). The task is: Predict the reactants needed to synthesize the given product. (1) Given the product [O:1]=[C:2]1[NH:8][C:7]2[CH:9]=[CH:10][CH:11]=[CH:12][C:6]=2[N:5]([CH:21]2[CH2:26][CH2:25][CH2:24][CH2:23][CH2:22]2)[CH2:4][C@H:3]1[NH:13][C:14]([O:16][C:17]([CH3:20])([CH3:19])[CH3:18])=[O:15], predict the reactants needed to synthesize it. The reactants are: [O:1]=[C:2]1[NH:8][C:7]2[CH:9]=[CH:10][CH:11]=[CH:12][C:6]=2[NH:5][CH2:4][C@H:3]1[NH:13][C:14]([O:16][C:17]([CH3:20])([CH3:19])[CH3:18])=[O:15].[C:21]1(=O)[CH2:26][CH2:25][CH2:24][CH2:23][CH2:22]1.[H][H].C. (2) Given the product [CH3:1][N:2]1[C:10]2[C:5](=[CH:6][C:7]([C:11]3[NH:12][C:13]4[N:14]([N:18]=[CH:19][C:20]=4[C:21]4[O:22][CH:24]=[CH:25][N:23]=4)[C:15](=[O:17])[CH:16]=3)=[CH:8][CH:9]=2)[CH:4]=[N:3]1, predict the reactants needed to synthesize it. The reactants are: [CH3:1][N:2]1[C:10]2[C:5](=[CH:6][C:7]([C:11]3[NH:12][C:13]4[N:14]([N:18]=[CH:19][C:20]=4[C:21]([NH2:23])=[O:22])[C:15](=[O:17])[CH:16]=3)=[CH:8][CH:9]=2)[CH:4]=[N:3]1.[CH3:24][C:25]1C=CC(S(O)(=O)=O)=CC=1.BrCC(OCC)OCC. (3) Given the product [Cl:2][C:3]1[CH:10]=[CH:9][C:6]([CH2:7][C:31]2[CH:36]=[CH:35][CH:34]=[C:33]([N:37]([CH3:39])[CH3:38])[CH:32]=2)=[CH:5][CH:4]=1, predict the reactants needed to synthesize it. The reactants are: [Cl-].[Cl:2][C:3]1[CH:10]=[CH:9][C:6]([CH2:7][Zn+])=[CH:5][CH:4]=1.C1(P(C2C=CC=CC=2)C2C=CC=CC=2)C=CC=CC=1.Br[C:31]1[CH:32]=[C:33]([N:37]([CH3:39])[CH3:38])[CH:34]=[CH:35][CH:36]=1.C1COCC1. (4) Given the product [CH3:26][O:27][C:28]1[CH:35]=[CH:34][CH:33]=[C:32]([O:36][CH3:37])[C:29]=1/[CH:14]=[CH:13]/[S:10]([CH2:9][C:6]1[CH:5]=[C:4]([N+:17]([O-:19])=[O:18])[C:3]([O:2][CH3:1])=[N:8][CH:7]=1)(=[O:12])=[O:11], predict the reactants needed to synthesize it. The reactants are: [CH3:1][O:2][C:3]1[N:8]=[CH:7][C:6]([CH2:9][S:10]([CH2:13][C:14](O)=O)(=[O:12])=[O:11])=[CH:5][C:4]=1[N+:17]([O-:19])=[O:18].N1CCCCC1.[CH3:26][O:27][C:28]1[CH:35]=[CH:34][CH:33]=[C:32]([O:36][CH3:37])[C:29]=1C=O. (5) Given the product [F:26][C:24]([F:27])([F:25])[C:20]1[CH:19]=[C:18]([CH:23]=[CH:22][CH:21]=1)[C:17]([NH:16][CH2:15][C:14]([NH:13][C@@H:10]1[CH2:11][CH2:12][N:8]([CH:4]2[CH2:5][CH2:6][CH2:7][N:1]([C:37]3[CH:52]=[CH:51][C:40]([C:41]([O:43][CH2:44][C:45]4[CH:50]=[CH:49][CH:48]=[CH:47][CH:46]=4)=[O:42])=[CH:39][CH:38]=3)[CH2:2][CH2:3]2)[CH2:9]1)=[O:29])=[O:28], predict the reactants needed to synthesize it. The reactants are: [NH:1]1[CH2:7][CH2:6][CH2:5][CH:4]([N:8]2[CH2:12][CH2:11][C@@H:10]([NH:13][C:14](=[O:29])[CH2:15][NH:16][C:17](=[O:28])[C:18]3[CH:23]=[CH:22][CH:21]=[C:20]([C:24]([F:27])([F:26])[F:25])[CH:19]=3)[CH2:9]2)[CH2:3][CH2:2]1.C([O-])([O-])=O.[K+].[K+].F[C:37]1[CH:52]=[CH:51][C:40]([C:41]([O:43][CH2:44][C:45]2[CH:50]=[CH:49][CH:48]=[CH:47][CH:46]=2)=[O:42])=[CH:39][CH:38]=1.C([O-])(O)=O.[Na+].